Dataset: Full USPTO retrosynthesis dataset with 1.9M reactions from patents (1976-2016). Task: Predict the reactants needed to synthesize the given product. (1) Given the product [NH2:34][C@H:35]1[CH2:36][CH2:37][CH2:7][C@H:6]([NH:3][C:19](=[O:21])[C:18]2[CH:22]=[CH:23][C:15]([C:11]3[CH:12]=[CH:13][CH:14]=[C:9]([F:8])[CH:10]=3)=[N:16][CH:17]=2)[CH2:40]1, predict the reactants needed to synthesize it. The reactants are: C([N:3]([CH2:6][CH3:7])CC)C.[F:8][C:9]1[CH:10]=[C:11]([C:15]2[CH:23]=[CH:22][C:18]([C:19]([OH:21])=O)=[CH:17][N:16]=2)[CH:12]=[CH:13][CH:14]=1.CO.CN(C(O[N:34]1N=N[C:36]2[CH:37]=CC=[CH:40][C:35]1=2)=[N+](C)C)C.F[P-](F)(F)(F)(F)F. (2) Given the product [NH2:25][C:26]1[N:27]=[C:28]([NH:32][C:7](=[O:9])[CH2:6][O:5][CH2:4][CH2:3][O:2][CH3:1])[CH:29]=[CH:30][CH:31]=1, predict the reactants needed to synthesize it. The reactants are: [CH3:1][O:2][CH2:3][CH2:4][O:5][CH2:6][C:7]([OH:9])=O.C(N(CC)CC)C.C(OC(Cl)=O)C(C)C.[NH2:25][C:26]1[CH:31]=[CH:30][CH:29]=[C:28]([NH2:32])[N:27]=1.